From a dataset of Peptide-MHC class II binding affinity with 134,281 pairs from IEDB. Regression. Given a peptide amino acid sequence and an MHC pseudo amino acid sequence, predict their binding affinity value. This is MHC class II binding data. (1) The peptide sequence is VSTFSSGLVWGQKYF. The MHC is DRB1_0802 with pseudo-sequence DRB1_0802. The binding affinity (normalized) is 0.238. (2) The peptide sequence is FRDRARVPLTSNNGI. The MHC is DRB1_1101 with pseudo-sequence DRB1_1101. The binding affinity (normalized) is 0.482. (3) The peptide sequence is AVIRGKKGAGGITIK. The MHC is HLA-DPA10201-DPB10101 with pseudo-sequence HLA-DPA10201-DPB10101. The binding affinity (normalized) is 0.107. (4) The peptide sequence is CSPSRLPGPSDTPILPQ. The MHC is DRB1_1302 with pseudo-sequence DRB1_1302. The binding affinity (normalized) is 0. (5) The peptide sequence is WQLYMFGETLSRAII. The MHC is DRB1_1101 with pseudo-sequence DRB1_1101. The binding affinity (normalized) is 0.182. (6) The peptide sequence is EKKEFAATQFEPLAA. The MHC is HLA-DPA10301-DPB10402 with pseudo-sequence HLA-DPA10301-DPB10402. The binding affinity (normalized) is 0.823.